This data is from Reaction yield outcomes from USPTO patents with 853,638 reactions. The task is: Predict the reaction yield, written as a fraction of the theoretical maximum amount of product (1.0 means a 100% yield; for example, 0.34 means a 34% yield). The reactants are [F:1][C:2]([F:23])([F:22])[C:3]1[CH:8]=[CH:7][C:6]([C:9]2[C:13]3[CH:14]=[CH:15][C:16]([C:18]#[C:19][CH2:20][OH:21])=[CH:17][C:12]=3[S:11][N:10]=2)=[CH:5][CH:4]=1. The catalyst is CO.O=[Pt]=O. The product is [F:23][C:2]([F:1])([F:22])[C:3]1[CH:4]=[CH:5][C:6]([C:9]2[C:13]3[CH:14]=[CH:15][C:16]([CH2:18][CH2:19][CH2:20][OH:21])=[CH:17][C:12]=3[S:11][N:10]=2)=[CH:7][CH:8]=1. The yield is 0.710.